This data is from Retrosynthesis with 50K atom-mapped reactions and 10 reaction types from USPTO. The task is: Predict the reactants needed to synthesize the given product. (1) Given the product CSc1nc(-c2ccc(F)cc2C)c2ccc(=O)n(-c3c(F)cccc3F)c2n1, predict the reactants needed to synthesize it. The reactants are: CCOC(=O)/C=C/c1c(Nc2c(F)cccc2F)nc(SC)nc1-c1ccc(F)cc1C. (2) Given the product O=C(CC1CCCCC1)Nc1n[nH]c(-c2ccc(F)cc2)c1-c1ccncc1, predict the reactants needed to synthesize it. The reactants are: Nc1n[nH]c(-c2ccc(F)cc2)c1-c1ccncc1.O=C(O)CC1CCCCC1. (3) The reactants are: CC[O-].Clc1cc(-c2ccccn2)nc(-c2ccccn2)c1. Given the product CCOc1cc(-c2ccccn2)nc(-c2ccccn2)c1, predict the reactants needed to synthesize it. (4) Given the product COC(=O)c1cc(OCc2c(-c3ccc(F)cn3)noc2C)ns1, predict the reactants needed to synthesize it. The reactants are: COC(=O)c1cc(O)ns1.Cc1onc(-c2ccc(F)cn2)c1CO.